The task is: Binary Classification. Given a miRNA mature sequence and a target amino acid sequence, predict their likelihood of interaction.. This data is from Experimentally validated miRNA-target interactions with 360,000+ pairs, plus equal number of negative samples. (1) The miRNA is hsa-miR-4421 with sequence ACCUGUCUGUGGAAAGGAGCUA. Result: 0 (no interaction). The protein sequence of the target gene is MELLSTPHSIEINNITCDSFRISWAMEDSDLERVTHYFIDLNKKENKNSNKFKHRDVPTKLVAKAVPLPMTVRGHWFLSPRTEYSVAVQTAVKQSDGEYLVSGWSETVEFCTGDYAKEHLAQLQEKAEQIAGRMLRFSVFYRNHHKEYFQHARTHCGNMLQPYLKDNSGSHGSPTSGMLHGVFFSCNTEFNTGQPPQDSPYGRWRFQIPAQRLFNPSTNLYFADFYCMYTAYHYAILVLAPKGSLGDRFCRDRLPLLDIACNKFLTCSVEDGELVFRHAQDLILEIIYTEPVDLSLGTLG.... (2) The miRNA is mmu-miR-503-5p with sequence UAGCAGCGGGAACAGUACUGCAG. The protein sequence of the target gene is MQVLTKRYPKNCLLTVMDRYSAVVRNMEQVVMIPSLLRDVQLSGPGGSVQDGAPDLYTYFTMLKSICVEVDHGLLPREEWQAKVAGNETSEAENDAAETEEAEEDRISEELDLEAQFHLHFCSLHHILTHLTRKAQEVTRKYQEMTGQVL. Result: 0 (no interaction). (3) The miRNA is hsa-miR-6826-3p with sequence CUCCCCUCUCUUUCCUGUUCAG. The protein sequence of the target gene is MGSPVHRVSLGDTWSRQMHPDIESERYMQSFDVERLTNILDGGAQNTALRRKVESIIHSYPEFSCKDNYFMTQNERYKAAMRRAFHIRLIARRLGWLEDGRELGYAYRALSGDVALNIHRVFVRALRSLGSEEQIAKWDPLCKNIQIIATYAQTELGHGTYLQGLETEATYDAATQEFVIHSPTLTATKWWPGDLGRSATHALVQAQLICSGARRGMHAFIVPIRSLQDHTPLPGIIIGDIGPKMDFDQTDNGFLQLNHVRVPRENMLSRFAQVLPDGTYVKLGTAQSNYLPMVVVRVEL.... Result: 0 (no interaction). (4) The miRNA is hsa-miR-1-3p with sequence UGGAAUGUAAAGAAGUAUGUAU. The protein sequence of the target gene is MTTSGHACPVPAVNGHMTHYPATPYPLLFPPVIGGLSLPPLHGLHGHPPPSGCSTPSPATIETQSTSSEELVPSPPSPLPPPRVYKPCFVCQDKSSGYHYGVSACEGCKGFFRRSIQKNMIYTCHRDKNCVINKVTRNRCQYCRLQKCFEVGMSKESVRNDRNKKKKETSKQECTESYEMTAELDDLTEKIRKAHQETFPSLCQLGKYTTNSSADHRVRLDLGLWDKFSELATKCIIKIVEFAKRLPGFTGLTIADQITLLKAACLDILILRICTRYTPEQDTMTFSDGLTLNRTQMHNA.... Result: 1 (interaction). (5) The miRNA is hsa-miR-3190-5p with sequence UCUGGCCAGCUACGUCCCCA. The protein sequence of the target gene is MWTPTEEEKYGVVICSFRGSVPQGLVLEIGETVQILEKCEGWYRGVSTKKPNVKGIFPANYIHLKKAIVSNRGQYETVVPLEDSIVTEVTATLQEWASLWKQLYVKHKVDLFYKLRHVMNELIDLRRQLLSGHLTQDQVREVKRHITVRLDWGNEHLGLDLVPRKDFEVVDSDQISVSDLYKMHLSSRQSVQQSTSQVDTMRPRHGETCRMPVPHHFFLSLKSFTYNTIGEDTDVFFSLYDMREGKQISERFLVRLNKNGGPRNPEKIERMCALFTDLSSKDMKRDLYIVAHVIRIGRML.... Result: 0 (no interaction). (6) The miRNA is mmu-miR-1958 with sequence UAGGAAAGUGGAAGCAGUAAGU. The protein sequence of the target gene is MAASGPAAAAPSGVLVTCGLEQVLEALKLLLSPGGSGSSSLQNTKHDVLLQTLKSNLSALEAKFLKDAQWKKLKALRDELADKAEWPQSSEDITWSFTSQTLLLLLCLKEVLARLVADFNPGKPNPRTPEAAPALSPDTLSVSQQKTFQSVLQFVVTLGVCPYLIPGVGVPLRDRTEFGAVVQDVVRLEAAPHATRRLYICCRVLLDLAQHASLGSLIFCRHFGDIAAGLCQLGFCPTKRKPPGPVEEVLTEEERTLSRRALRDILDQVYQPLAVRELLTLQGGPRQPCTDVKTQLRCRA.... Result: 0 (no interaction). (7) The miRNA is hsa-miR-320c with sequence AAAAGCUGGGUUGAGAGGGU. The protein sequence of the target gene is MAAAPPSYCFVAFPPRAKDGLVVFGKNSARPRDEVQEVVYFSAADHEPESKVECTYISIDQVPRTYAIMISRPAWLWGAEMGANEHGVCIANEAINTREPAAEIEALLGMDLVRLGLERGETAKEALDVIVSLLEEHGQGGNYFEDANSCHSFQSAYLIVDRDEAWVLETIGKYWAAEKVTEGVRCICSQLSLTTKMDAEHPELRSYAQSQGWWTGEGEFNFSEVFSPVEDHLDCGAGKDSLEKQEESITVQTMMNTLRDKASGVCIDSEFFLTTASGVSVLPQNRSSPCIHYFTGTPDP.... Result: 1 (interaction). (8) The miRNA is hsa-let-7g-5p with sequence UGAGGUAGUAGUUUGUACAGUU. The protein sequence of the target gene is MRRSKADVERYIASVQGSTPSPRQKSMKGFYFAKLYYEAKEYDLAKKYICTYINVQERDPKAHRFLGLLYELEENTDKAVECYRRSVELNPTQKDLVLKIAELLCKNDVTDGRAKYWLERAAKLFPGSPAIYKLKEQLLDCEGEDGWNKLFDLIQSELYVRPDDVHVNIRLVEVYRSTKRLKDAVAHCHEAERNIALRSSLEWNSCVVQTLKEYLESLQCLESDKSDWRATNTDLLLAYANLMLLTLSTRDVQESRELLQSFDSALQSVKSLGGNDELSATFLEMKGHFYMHAGSLLLKM.... Result: 1 (interaction). (9) The miRNA is hsa-miR-1293 with sequence UGGGUGGUCUGGAGAUUUGUGC. The protein sequence of the target gene is MAAKGAHGSYLKVESELERCRAEGHWDRMPELVRQLQTLSMPGGGGNRRGSPSAAFTFPDTDDFGKLLLAEALLEQCLKENHAKIKDSMPLLEKNEPKMSEAKNYLSSILNHGRLSPQYMCEAMLILGKLHYVEGSYRDAISMYARAGIDDMSMENKPLYQMRLLSEAFVIKGLSLERLPNSIASRFRLTEREEEVITCFERASWIAQVFLQELEKTTNNSTSRHLKGCHPLDYELTYFLEAALQSAYVKNLKKGNIVKGMRELREVLRTVETKATQNFKVMAAKHLAGVLLHSLSEECY.... Result: 0 (no interaction).